Task: Binary Classification. Given a drug SMILES string, predict its activity (active/inactive) in a high-throughput screening assay against a specified biological target.. Dataset: HIV replication inhibition screening data with 41,000+ compounds from the AIDS Antiviral Screen (1) The molecule is CC(=O)OCCNc1nnc(O)c2cnccc12. The result is 0 (inactive). (2) The result is 0 (inactive). The drug is COc1ccc(NC(=O)CC(=O)n2nc(-c3ccccc3)c(N=Nc3ccc(C)cc3)c2-c2ccccc2)cc1. (3) The compound is COc1ccc2c(ccc3c(C(=O)NCCCN(C)CCCNC(=O)c4cn(C)c5c4ccc4cc(OC)ccc45)cn(C)c32)c1. The result is 0 (inactive). (4) The molecule is c1ccc2c(c1)C1=NCCN1c1ccccc1-2. The result is 0 (inactive). (5) The result is 0 (inactive). The drug is CC(C(=O)O)N(N=O)c1ccccc1. (6) The compound is O=C(NC1CCC(=O)N1C(=O)OCc1ccccc1)OCc1ccccc1. The result is 0 (inactive).